Dataset: Reaction yield outcomes from USPTO patents with 853,638 reactions. Task: Predict the reaction yield, written as a fraction of the theoretical maximum amount of product (1.0 means a 100% yield; for example, 0.34 means a 34% yield). The reactants are [CH2:1]1[C:4]2([O:9][CH2:8][CH:7]([O:10][C:11]3[CH:16]=[CH:15][N+:14]([O-])=[C:13]([CH3:18])[C:12]=3[CH3:19])[CH2:6][O:5]2)[CH2:3][CH2:2]1.C(OC(=O)C)(=[O:22])C.C(N(CC)CC)C.[OH-].[Na+].[Cl-].[NH4+]. The catalyst is CO. The product is [CH2:1]1[C:4]2([O:9][CH2:8][CH:7]([O:10][C:11]3[CH:16]=[CH:15][N:14]=[C:13]([CH2:18][OH:22])[C:12]=3[CH3:19])[CH2:6][O:5]2)[CH2:3][CH2:2]1. The yield is 0.496.